Task: Predict which catalyst facilitates the given reaction.. Dataset: Catalyst prediction with 721,799 reactions and 888 catalyst types from USPTO (1) The catalyst class is: 3. Product: [Br:19][C:4]1[C:5]2[C:10](=[CH:9][CH:8]=[CH:7][CH:6]=2)[C:1](=[O:11])[NH:2][CH:3]=1. Reactant: [C:1]1(=[O:11])[C:10]2[C:5](=[CH:6][CH:7]=[CH:8][CH:9]=2)[CH:4]=[CH:3][NH:2]1.C1C(=O)N([Br:19])C(=O)C1. (2) Reactant: [F:1][C:2]([F:11])([F:10])[C:3]1[N:8]=[N:7][C:6]([NH2:9])=[CH:5][CH:4]=1.C(=O)([O-])[O-].[K+].[K+].[Br:18][CH2:19][C:20](Br)=[O:21].O. Product: [Br:18][CH2:19][C:20]([NH:9][C:6]1[N:7]=[N:8][C:3]([C:2]([F:1])([F:10])[F:11])=[CH:4][CH:5]=1)=[O:21]. The catalyst class is: 4. (3) Reactant: C(OC(=O)CC1C=CC([C:12]#[C:13][C:14]2[CH:15]=[C:16]3[C:21](=[C:22](C4CC4)[CH:23]=2)[O:20][C:19]([CH3:28])([CH3:27])[CH2:18][C:17]3([CH3:30])[CH3:29])=CC=1F)C.C(=O)([O-])[O-].[K+].[K+]. Product: [C:13]([C:14]1[CH:23]=[CH:22][C:21]2[O:20][C:19]3([CH2:27][CH2:28]3)[CH2:18][C:17]([CH3:29])([CH3:30])[C:16]=2[CH:15]=1)#[CH:12]. The catalyst class is: 5. (4) Reactant: [NH:1]1[CH:5]=[CH:4][N:3]=[C:2]1[C:6]1[CH:7]=[C:8]([C:17]([O:19][CH2:20][CH3:21])=[O:18])[CH:9]=[C:10]([CH:16]=1)[C:11]([O:13][CH2:14][CH3:15])=[O:12].[H-].[Na+].[CH3:24]I. Product: [CH3:24][N:1]1[CH:5]=[CH:4][N:3]=[C:2]1[C:6]1[CH:16]=[C:10]([C:11]([O:13][CH2:14][CH3:15])=[O:12])[CH:9]=[C:8]([CH:7]=1)[C:17]([O:19][CH2:20][CH3:21])=[O:18]. The catalyst class is: 1. (5) Reactant: [CH3:1][N:2]1[C:6]([C:7]([OH:9])=O)=[CH:5][N:4]=[CH:3]1.C(C1NC=CN=1)(C1NC=CN=1)=O.C(N(CC)CC)C.Cl.[NH2:30][CH2:31][C:32]1[CH:40]=[CH:39][CH:38]=[C:37]2[C:33]=1[C:34](=[O:50])[N:35]([CH:42]1[CH2:47][CH2:46][C:45](=[O:48])[NH:44][C:43]1=[O:49])[C:36]2=[O:41]. Product: [O:49]=[C:43]1[CH:42]([N:35]2[C:34](=[O:50])[C:33]3[C:37](=[CH:38][CH:39]=[CH:40][C:32]=3[CH2:31][NH:30][C:7]([C:6]3[N:2]([CH3:1])[CH:3]=[N:4][CH:5]=3)=[O:9])[C:36]2=[O:41])[CH2:47][CH2:46][C:45](=[O:48])[NH:44]1. The catalyst class is: 3. (6) Reactant: [OH:1][C:2]1[CH:3]=[CH:4][C:5]([NH:12][S:13]([C:16]2[CH:21]=[CH:20][C:19]([CH3:22])=[CH:18][CH:17]=2)(=[O:15])=[O:14])=[C:6]([CH:11]=1)[C:7]([O:9][CH3:10])=[O:8].F[C:24]1[CH:29]=[CH:28][C:27]([N+:30]([O-:32])=[O:31])=[C:26]([O:33][CH3:34])[CH:25]=1.C(=O)([O-])[O-].[K+].[K+]. Product: [CH3:10][O:9][C:7](=[O:8])[C:6]1[CH:11]=[C:2]([O:1][C:24]2[CH:29]=[CH:28][C:27]([N+:30]([O-:32])=[O:31])=[C:26]([O:33][CH3:34])[CH:25]=2)[CH:3]=[CH:4][C:5]=1[NH:12][S:13]([C:16]1[CH:21]=[CH:20][C:19]([CH3:22])=[CH:18][CH:17]=1)(=[O:15])=[O:14]. The catalyst class is: 31.